From a dataset of Drug-target binding data from BindingDB using IC50 measurements. Regression. Given a target protein amino acid sequence and a drug SMILES string, predict the binding affinity score between them. We predict pIC50 (pIC50 = -log10(IC50 in M); higher means more potent). Dataset: bindingdb_ic50. (1) The compound is CS[C@H]1CCC2C3CC[C@H]4C[C@H](O)CC[C@]4(C)C3CC[C@@]21C. The target protein sequence is MLLLLLVPLFLRPLGAGGAQTPNATSEGCQIIHPPWEGGIRYRGLTRDQVKAINFLPVDYEIEYVCRGEREVVGPKVRKCLANGSWTDMDTPSRCVRICSKSYLTLENGKVFLTGGDLPALDGARVEFRCDPDFHLVGSSRSVCSQGQWSTPKPHCQVNRTPHSERRAVYIGALFPMSGGWPGGQACQPAVEMALEDVNSRRDILPDYELKLIHHDSKCDPGQATKYLYELLYNDPIKIILMPGCSSVSTLVAEAARMWNLIVLSYGSSSPALSNRQRFPTFFRTHPSATLHNPTRVKLFEKWGWKKIATIQQTTEVFTSTLDDLEERVKEAGIEITFRQSFFSDPAVPVKNLKRQDARIIVGLFYETEARKVFCEVYKERLFGKKYVWFLIGWYADNWFKTYDPSINCTVEEMTEAVEGHITTEIVMLNPANTRSISNMTSQEFVEKLTKRLKRHPEETGGFQEAPLAYDAIWALALALNKTSGGGGRSGVRLEDFNYN.... The pIC50 is 7.5. (2) The compound is CC(C)(C)NC(=O)[C@H]1CC[C@H]2[C@@H]3CC[C@H]4NC(=O)C=C[C@]4(C)[C@H]3CC[C@]12C. The target protein (P31214) has sequence MQIVCHQVPVLAGSATLATMGTLILCLGKPASYGKHTESVSSGVPFLPARIAWFLQELPSFVVSVGMLAWQPRSLFGPPGNVLLALFSAHYFHRTFIYSLLTRGRPFPAVLFLRATAFCIGNGLLQAYYLVYCAEYPEEWYTDVRFSFGVFLFILGMGINIHSDYTLRQLRKPGEVIYRIPRGGLFTYVSGANFLGEIIEWIGYALATWSVPAFAFAFFTLCFLGMQAFYHHRFYLKMFKDYPKSRKALIPFIF. The pIC50 is 6.8.